From a dataset of Catalyst prediction with 721,799 reactions and 888 catalyst types from USPTO. Predict which catalyst facilitates the given reaction. (1) Reactant: [CH2:1]([OH:3])[CH3:2].[Bi](Br)(Br)Br.O[CH:9]([C:11]1[CH:20]=[CH:19][C:14]([C:15]([O:17][CH3:18])=[O:16])=[CH:13][CH:12]=1)[CH3:10]. Product: [CH2:1]([O:3][CH:9]([C:11]1[CH:20]=[CH:19][C:14]([C:15]([O:17][CH3:18])=[O:16])=[CH:13][CH:12]=1)[CH3:10])[CH3:2]. The catalyst class is: 717. (2) Reactant: [NH2:1][C:2]1[N:11]=[C:10]2[C:5]([C:6](=[O:15])[CH:7]=[C:8]([CH:12]([CH3:14])[CH3:13])[NH:9]2)=[CH:4][CH:3]=1.Br[CH2:17][C:18](=O)[C:19]([O:21][CH2:22][CH3:23])=[O:20].C(OCC)(=O)C. Product: [CH3:14][CH:12]([C:8]1[NH:9][C:10]2[N:11]3[CH:17]=[C:18]([C:19]([O:21][CH2:22][CH3:23])=[O:20])[N:1]=[C:2]3[CH:3]=[CH:4][C:5]=2[C:6](=[O:15])[CH:7]=1)[CH3:13]. The catalyst class is: 3.